From a dataset of Catalyst prediction with 721,799 reactions and 888 catalyst types from USPTO. Predict which catalyst facilitates the given reaction. (1) Reactant: C[Si]([N-][Si](C)(C)C)(C)C.[Na+].[O:11]=[C:12]1[CH2:18][CH:17]2[N:19]([C:20]([O:22][C:23]([CH3:26])([CH3:25])[CH3:24])=[O:21])[CH:14]([CH2:15][CH2:16]2)[CH2:13]1.C1(N([S:34]([C:37]([F:40])([F:39])[F:38])(=[O:36])=[O:35])[S:34]([C:37]([F:40])([F:39])[F:38])(=[O:36])=[O:35])C=CC=CC=1.C([O-])([O-])=O.[Na+].[Na+]. Product: [F:38][C:37]([F:40])([F:39])[S:34]([O:11][C:12]1[CH2:13][CH:14]2[N:19]([C:20]([O:22][C:23]([CH3:26])([CH3:25])[CH3:24])=[O:21])[CH:17]([CH2:16][CH2:15]2)[CH:18]=1)(=[O:36])=[O:35]. The catalyst class is: 1. (2) Reactant: [CH2:1](OC(=O)C(OC1C=C(C(F)(F)F)C=C(N)C=1)(C)C)C.[CH2:21]([O:23][C:24](=[O:47])[C:25]([O:28][C:29]1[CH:34]=[C:33]([C:35]([F:38])([F:37])[F:36])[CH:32]=[C:31]([NH:39][C:40]([O:42][C:43]([CH3:46])([CH3:45])[CH3:44])=[O:41])[CH:30]=1)([CH3:27])[CH3:26])[CH3:22].C(OC(OC(C)(C)C)=O)(OC(C)(C)C)=O.C(=O)([O-])O.[Na+]. Product: [CH2:21]([O:23][C:24](=[O:47])[C:25]([O:28][C:29]1[CH:34]=[C:33]([C:35]([F:37])([F:38])[F:36])[CH:32]=[C:31]([N:39]([C:40]([O:42][C:43]([CH3:46])([CH3:45])[CH3:44])=[O:41])[CH3:1])[CH:30]=1)([CH3:27])[CH3:26])[CH3:22]. The catalyst class is: 38. (3) The catalyst class is: 323. Reactant: [C:1]([Li])([CH3:4])([CH3:3])[CH3:2].Br[C:7]1[CH:12]=[CH:11][CH:10]=[C:9](Br)[CH:8]=1.F[B:15]([C:25]1[C:30]([CH3:31])=[CH:29][C:28]([CH3:32])=[CH:27][C:26]=1[CH3:33])[C:16]1[C:21]([CH3:22])=[CH:20][C:19]([CH3:23])=[CH:18][C:17]=1[CH3:24]. Product: [C:1]1([CH3:4])[CH:3]=[C:30]([CH3:29])[CH:25]=[C:26]([CH3:27])[C:2]=1[B:15]([C:16]1[C:21]([CH3:22])=[CH:20][C:19]([CH3:23])=[CH:18][C:17]=1[CH3:24])[C:7]1[CH:12]=[CH:11][CH:10]=[C:9]([B:15]([C:25]2[C:30]([CH3:31])=[CH:29][C:28]([CH3:32])=[CH:27][C:26]=2[CH3:33])[C:16]2[C:21]([CH3:22])=[CH:20][C:19]([CH3:23])=[CH:18][C:17]=2[CH3:24])[CH:8]=1. (4) Reactant: Cl[Si](C)(C)C.Br[C:7]([F:14])([F:13])[C:8]([O:10][CH2:11][CH3:12])=[O:9].N1([CH2:24][NH:25][C@@H:26]2[CH2:28][C@H:27]2[C:29]2[CH:34]=[CH:33][CH:32]=[CH:31][CH:30]=2)C2C=CC=CC=2N=N1. Product: [CH2:11]([O:10][C:8](=[O:9])[C:7]([F:14])([F:13])[CH2:24][NH:25][C@@H:26]1[CH2:28][C@H:27]1[C:29]1[CH:34]=[CH:33][CH:32]=[CH:31][CH:30]=1)[CH3:12]. The catalyst class is: 772. (5) The catalyst class is: 1. Reactant: [CH2:1]([N:8]([CH2:12][C:13]1[CH:18]=[CH:17][CH:16]=[CH:15][CH:14]=1)[CH2:9][CH2:10][OH:11])[C:2]1[CH:7]=[CH:6][CH:5]=[CH:4][CH:3]=1.[H-].[Na+].[Br:21][C:22]1[CH:27]=[CH:26][C:25]([N+:28]([O-])=O)=[C:24](F)[CH:23]=1. Product: [Br:21][C:22]1[CH:27]=[CH:26][C:25]([NH2:28])=[C:24]([O:11][CH2:10][CH2:9][N:8]([CH2:1][C:2]2[CH:3]=[CH:4][CH:5]=[CH:6][CH:7]=2)[CH2:12][C:13]2[CH:18]=[CH:17][CH:16]=[CH:15][CH:14]=2)[CH:23]=1. (6) Reactant: C1O[C:4]2([CH2:9][CH2:8][C:7]([C:11]3[CH:16]=[CH:15][C:14]([F:17])=[CH:13][CH:12]=3)(O)[CH2:6][CH2:5]2)[O:3]C1.O. The catalyst class is: 67. Product: [F:17][C:14]1[CH:13]=[CH:12][C:11]([C:7]2[CH2:8][CH2:9][C:4](=[O:3])[CH2:5][CH:6]=2)=[CH:16][CH:15]=1. (7) The catalyst class is: 65. Reactant: [F:1][C:2]1[CH:7]=[CH:6][C:5]([N:8]2[C:13]([C:14]([F:17])([F:16])[F:15])=[CH:12][CH:11]=[C:10]([C:18]#N)[C:9]2=[O:20])=[CH:4][CH:3]=1.[OH2:21].[OH-:22].[Na+]. Product: [F:1][C:2]1[CH:7]=[CH:6][C:5]([N:8]2[C:13]([C:14]([F:17])([F:16])[F:15])=[CH:12][CH:11]=[C:10]([C:18]([OH:22])=[O:21])[C:9]2=[O:20])=[CH:4][CH:3]=1. (8) Reactant: [C:1]([O:5][C:6](=[O:26])[NH:7][C:8]1[CH:9]([CH3:25])[O:10][CH2:11][C:12]([C:17]2[CH:22]=[C:21]([NH2:23])[CH:20]=[CH:19][C:18]=2[F:24])([CH:14]([F:16])[F:15])[N:13]=1)([CH3:4])([CH3:3])[CH3:2].[C:27]([C:29]1[CH:30]=[CH:31][C:32]([C:35](O)=[O:36])=[N:33][CH:34]=1)#[N:28].C1C=NC2N(O)N=NC=2C=1.C(Cl)CCl.CCN(C(C)C)C(C)C. Product: [C:1]([O:5][C:6](=[O:26])[NH:7][C:8]1[CH:9]([CH3:25])[O:10][CH2:11][C:12]([C:17]2[CH:22]=[C:21]([NH:23][C:35]([C:32]3[CH:31]=[CH:30][C:29]([C:27]#[N:28])=[CH:34][N:33]=3)=[O:36])[CH:20]=[CH:19][C:18]=2[F:24])([CH:14]([F:16])[F:15])[N:13]=1)([CH3:4])([CH3:2])[CH3:3]. The catalyst class is: 3. (9) Reactant: [Cl:1][C:2]1[CH:3]=[C:4]([CH:10]=O)[C:5](=[O:9])[N:6]([CH3:8])[N:7]=1.Cl.[NH2:13][OH:14]. Product: [Cl:1][C:2]1[CH:3]=[C:4]([CH:10]=[N:13][OH:14])[C:5](=[O:9])[N:6]([CH3:8])[N:7]=1. The catalyst class is: 24. (10) Reactant: [S:1]1[CH:5]=[C:4]([NH:6][C:7]([NH:9][C:10]2[CH:15]=[C:14]([C:16]3[C:17](=[O:29])[N:18]([CH2:27][CH3:28])[C:19]4[C:24]([CH:25]=3)=[CH:23][N:22]=[C:21](Cl)[CH:20]=4)[C:13]([CH3:30])=[CH:12][C:11]=2[F:31])=[O:8])[C:3]2[CH:32]=[CH:33][CH:34]=[CH:35][C:2]1=2.C([O-])([O-])=O.[Cs+].[Cs+].[CH3:42][N:43]([CH3:47])[C:44]([NH2:46])=[O:45].CC1(C)C2C(=C(P(C3C=CC=CC=3)C3C=CC=CC=3)C=CC=2)OC2C(P(C3C=CC=CC=3)C3C=CC=CC=3)=CC=CC1=2. Product: [S:1]1[CH:5]=[C:4]([NH:6][C:7](=[O:8])[NH:9][C:10]2[C:11]([F:31])=[CH:12][C:13]([CH3:30])=[C:14]([C:16]3[C:17](=[O:29])[N:18]([CH2:27][CH3:28])[C:19]4[C:24]([CH:25]=3)=[CH:23][N:22]=[C:21]([NH:46][C:44](=[O:45])[N:43]([CH3:47])[CH3:42])[CH:20]=4)[CH:15]=2)[C:3]2[CH:32]=[CH:33][CH:34]=[CH:35][C:2]1=2. The catalyst class is: 62.